Dataset: Reaction yield outcomes from USPTO patents with 853,638 reactions. Task: Predict the reaction yield, written as a fraction of the theoretical maximum amount of product (1.0 means a 100% yield; for example, 0.34 means a 34% yield). (1) The reactants are Br[C:2]1[C:7]([O:8][CH3:9])=[CH:6][C:5]([Br:10])=[CH:4][N:3]=1.[CH3:11][S-:12].[Na+].O. The catalyst is CS(C)=O. The product is [Br:10][C:5]1[CH:6]=[C:7]([O:8][CH3:9])[C:2]([S:12][CH3:11])=[N:3][CH:4]=1. The yield is 0.930. (2) The yield is 0.565. The catalyst is C(Cl)Cl. The product is [C:1]([O:4][C@H:5]1[CH2:22][CH2:21][C@@:20]2([CH3:23])[C@@H:7]([CH2:8][CH2:9][C@:10]3([CH3:34])[C@@H:19]2[CH2:18][CH2:17][C@H:16]2[C@@:11]3([CH3:33])[CH2:12][CH2:13][C@@:14]3([C:30](=[O:31])[NH:43][C@H:44]4[CH2:47][C@@H:46]([C:48]([N:50]5[CH2:54][CH2:53][CH2:52][CH2:51]5)=[O:49])[C:45]4([CH3:56])[CH3:55])[CH2:26][CH2:25][C@@H:24]([C:27]([CH3:29])=[CH2:28])[C@@H:15]32)[C:6]1([CH3:36])[CH3:35])(=[O:3])[CH3:2]. The reactants are [C:1]([O:4][C@H:5]1[CH2:22][CH2:21][C@@:20]2([CH3:23])[C@@H:7]([CH2:8][CH2:9][C@:10]3([CH3:34])[C@@H:19]2[CH2:18][CH2:17][C@H:16]2[C@@:11]3([CH3:33])[CH2:12][CH2:13][C@@:14]3([C:30](O)=[O:31])[CH2:26][CH2:25][C@@H:24]([C:27]([CH3:29])=[CH2:28])[C@@H:15]32)[C:6]1([CH3:36])[CH3:35])(=[O:3])[CH3:2].C(Cl)(C(Cl)=O)=O.[NH2:43][C@H:44]1[CH2:47][C@@H:46]([C:48]([N:50]2[CH2:54][CH2:53][CH2:52][CH2:51]2)=[O:49])[C:45]1([CH3:56])[CH3:55].CCN(CC)CC. (3) The reactants are Cl.[CH3:2][N:3]([CH2:5][C:6](Cl)=[O:7])[CH3:4].Cl.[Cl:10][C:11]1[C:12]([F:37])=[C:13]([CH:34]=[CH:35][CH:36]=1)[NH:14][C:15]1[C:24]2[C:19](=[CH:20][C:21]([O:32][CH3:33])=[C:22]([O:25][C@H:26]3[CH2:31][CH2:30][CH2:29][NH:28][CH2:27]3)[CH:23]=2)[N:18]=[CH:17][N:16]=1.C(N(C(C)C)CC)(C)C. The catalyst is C(Cl)Cl. The product is [Cl:10][C:11]1[C:12]([F:37])=[C:13]([CH:34]=[CH:35][CH:36]=1)[NH:14][C:15]1[C:24]2[C:19](=[CH:20][C:21]([O:32][CH3:33])=[C:22]([O:25][C@H:26]3[CH2:31][CH2:30][CH2:29][N:28]([C:6](=[O:7])[CH2:5][N:3]([CH3:4])[CH3:2])[CH2:27]3)[CH:23]=2)[N:18]=[CH:17][N:16]=1. The yield is 0.780. (4) The yield is 0.890. The product is [C:6]1([C:9]2[C:10]([C:24]3[CH:29]=[CH:28][CH:27]=[CH:26][CH:25]=3)=[CH:11][CH:12]=[CH:13][CH:14]=2)[CH:7]=[CH:8][CH:3]=[CH:4][CH:5]=1. The catalyst is CC(O)C.CC([O-])=O.CC([O-])=O.[Pd+2]. The reactants are C[Si](C)(C)[C:3]1[CH:8]=[CH:7][C:6]([C:9]2[CH:14]=[CH:13][C:12](I)=[CH:11][C:10]=2F)=[C:5](F)[C:4]=1F.C([C:24]1[CH:29]=[CH:28][C:27](B(O)O)=[CH:26][CH:25]=1)CC.OCC(C)(CO)C.CC(C)=O. (5) The reactants are NN.[CH3:3][CH:4]([N:6]1[CH2:11][CH:10]=[C:9]([C:12]2[CH:17]=[CH:16][C:15]([N+:18]([O-])=O)=[C:14]([O:21][CH3:22])[CH:13]=2)[CH2:8][CH2:7]1)[CH3:5]. No catalyst specified. The product is [CH3:5][CH:4]([N:6]1[CH2:7][CH:8]=[C:9]([C:12]2[CH:17]=[CH:16][C:15]([NH2:18])=[C:14]([O:21][CH3:22])[CH:13]=2)[CH2:10][CH2:11]1)[CH3:3]. The yield is 0.900. (6) The reactants are Cl[C:2]1[N:3]=[N:4][C:5]([Cl:10])=[CH:6][C:7]=1[C:8]#[N:9].O.[NH2:12][NH2:13]. The product is [Cl:10][C:5]1[CH:6]=[C:7]2[C:8]([NH2:9])=[N:4][NH:3][C:2]2=[N:12][N:13]=1. The catalyst is CO. The yield is 0.920.